This data is from Catalyst prediction with 721,799 reactions and 888 catalyst types from USPTO. The task is: Predict which catalyst facilitates the given reaction. (1) Reactant: [F:1][C:2]1[CH:44]=[CH:43][C:5]([CH2:6][NH:7][C:8](=[O:42])[C:9]2[C:14]([OH:15])=[CH:13][CH:12]=[C:11]([C:16]3[C:17]([N:36]([CH3:41])[S:37]([CH3:40])(=[O:39])=[O:38])=[CH:18][C:19]4[O:23][C:22]([C:24]5[CH:29]=[CH:28][C:27]([F:30])=[CH:26][CH:25]=5)=[C:21]([C:31](=[O:34])[NH:32][CH3:33])[C:20]=4[CH:35]=3)[N:10]=2)=[CH:4][CH:3]=1.CCN(CC)CC.Cl[C:53](Cl)([O:55]C(=O)OC(Cl)(Cl)Cl)Cl. Product: [F:1][C:2]1[CH:3]=[CH:4][C:5]([CH2:6][N:7]2[C:8](=[O:42])[C:9]3[N:10]=[C:11]([C:16]4[C:17]([N:36]([CH3:41])[S:37]([CH3:40])(=[O:38])=[O:39])=[CH:18][C:19]5[O:23][C:22]([C:24]6[CH:25]=[CH:26][C:27]([F:30])=[CH:28][CH:29]=6)=[C:21]([C:31]([NH:32][CH3:33])=[O:34])[C:20]=5[CH:35]=4)[CH:12]=[CH:13][C:14]=3[O:15][C:53]2=[O:55])=[CH:43][CH:44]=1. The catalyst class is: 2. (2) Reactant: [Cl:1]/[CH:2]=[CH:3]\Cl.C([CH:7]1[CH2:12][CH2:11][CH2:10][CH2:9][CH2:8]1)=C. Product: [Cl:1]/[CH:2]=[CH:3]\[CH:7]1[CH2:12][CH2:11][CH2:10][CH2:9][CH2:8]1. The catalyst class is: 48. (3) Product: [Br:13][CH2:12][C:11]1[C:6]2[CH:7]=[C:2]([CH3:1])[CH:3]=[CH:4][C:5]=2[S:8][CH:10]=1. Reactant: [CH3:1][C:2]1[CH:7]=[CH:6][C:5]([S:8]([CH2:10][C:11]#[CH:12])=O)=[CH:4][CH:3]=1.[BrH:13].O. The catalyst class is: 12. (4) Reactant: Br[C:2]1[C:11]2[C:6](=[CH:7][CH:8]=[CH:9][CH:10]=2)[C:5](=[O:12])[N:4]([CH3:13])[CH:3]=1.[B:14]1([B:14]2[O:18][C:17]([CH3:20])([CH3:19])[C:16]([CH3:22])([CH3:21])[O:15]2)[O:18][C:17]([CH3:20])([CH3:19])[C:16]([CH3:22])([CH3:21])[O:15]1.C([O-])(=O)C.[K+]. Product: [CH3:13][N:4]1[CH:3]=[C:2]([B:14]2[O:18][C:17]([CH3:20])([CH3:19])[C:16]([CH3:22])([CH3:21])[O:15]2)[C:11]2[C:6](=[CH:7][CH:8]=[CH:9][CH:10]=2)[C:5]1=[O:12]. The catalyst class is: 439. (5) Reactant: Cl[C:2]1[C:3]2[C:10]([C:11]3[CH:16]=[CH:15][C:14]([O:17][CH3:18])=[CH:13][CH:12]=3)=[C:9]([C:19]3[CH:24]=[CH:23][CH:22]=[CH:21][CH:20]=3)[O:8][C:4]=2[N:5]=[CH:6][N:7]=1.[CH3:25][O:26][C:27](=[O:37])[CH2:28][O:29][C:30]1[CH:35]=[CH:34][CH:33]=[C:32]([NH2:36])[CH:31]=1. Product: [CH3:25][O:26][C:27](=[O:37])[CH2:28][O:29][C:30]1[CH:35]=[CH:34][CH:33]=[C:32]([NH:36][C:2]2[C:3]3[C:10]([C:11]4[CH:12]=[CH:13][C:14]([O:17][CH3:18])=[CH:15][CH:16]=4)=[C:9]([C:19]4[CH:20]=[CH:21][CH:22]=[CH:23][CH:24]=4)[O:8][C:4]=3[N:5]=[CH:6][N:7]=2)[CH:31]=1. The catalyst class is: 4.